The task is: Predict the reactants needed to synthesize the given product.. This data is from Full USPTO retrosynthesis dataset with 1.9M reactions from patents (1976-2016). (1) Given the product [Br:9][C:5]1[C:4]([CH3:10])=[N:3][C:2]([N:1]2[C:15]([CH3:16])=[CH:14][CH:13]=[C:12]2[CH3:11])=[N:7][C:6]=1[CH3:8], predict the reactants needed to synthesize it. The reactants are: [NH2:1][C:2]1[N:7]=[C:6]([CH3:8])[C:5]([Br:9])=[C:4]([CH3:10])[N:3]=1.[CH3:11][C:12](=O)[CH2:13][CH2:14][C:15](=O)[CH3:16].C1(C)C=CC(S(O)(=O)=O)=CC=1.O. (2) Given the product [Cl:1][C:8]1[S:7][C:6]([C:4](=[O:5])[CH2:3][NH:2][C:17]([NH:16][CH2:15][C:14]2[CH:19]=[CH:20][CH:21]=[CH:22][C:13]=2[F:12])=[O:18])=[CH:10][CH:9]=1, predict the reactants needed to synthesize it. The reactants are: [ClH:1].[NH2:2][CH2:3][C:4]([C:6]1[S:7][CH:8]=[C:9](Cl)[CH:10]=1)=[O:5].[F:12][C:13]1[CH:22]=[CH:21][CH:20]=[CH:19][C:14]=1[CH2:15][N:16]=[C:17]=[O:18].C(N(CC)C(C)C)(C)C. (3) Given the product [C:1]([O:5][C:6](=[O:19])[NH:7][C:8]1[CH:13]=[CH:12][C:11]([C:14]#[N:15])=[CH:10][C:9]=1[NH2:16])([CH3:4])([CH3:2])[CH3:3], predict the reactants needed to synthesize it. The reactants are: [C:1]([O:5][C:6](=[O:19])[NH:7][C:8]1[CH:13]=[CH:12][C:11]([C:14]#[N:15])=[CH:10][C:9]=1[N+:16]([O-])=O)([CH3:4])([CH3:3])[CH3:2].C(N(CC)CC)C. (4) Given the product [F:10][C:8]1[CH:7]=[CH:6][C:3]([C:4]#[N:5])=[C:2]([C:12]2[O:11][CH:15]=[CH:14][CH:13]=2)[CH:9]=1, predict the reactants needed to synthesize it. The reactants are: Br[C:2]1[CH:9]=[C:8]([F:10])[CH:7]=[CH:6][C:3]=1[C:4]#[N:5].[O:11]1[CH:15]=[CH:14][CH:13]=[C:12]1B(O)O.C([O-])([O-])=O.[Na+].[Na+]. (5) Given the product [CH3:9][Si:10]([C:11]#[C:12][C:2]1[CH:3]=[C:4]([OH:8])[CH:5]=[N:6][CH:7]=1)([CH3:14])[CH3:13], predict the reactants needed to synthesize it. The reactants are: Br[C:2]1[CH:3]=[C:4]([OH:8])[CH:5]=[N:6][CH:7]=1.[CH3:9][Si:10]([CH3:14])([CH3:13])[C:11]#[CH:12].C1(P(C2C=CC=CC=2)C2C=CC=CC=2)C=CC=CC=1.C(N(CC)CC)C. (6) The reactants are: [C:1]([C:3]1[CH:4]=[C:5]2[C:10](=[CH:11][C:12]=1[O:13][C:14]1[CH:22]=[CH:21][C:17]([C:18]([OH:20])=O)=[CH:16][CH:15]=1)[O:9][CH2:8][CH2:7][CH:6]2[C:23]([O:25][CH3:26])=[O:24])#[N:2].C(Cl)(=O)C(Cl)=O.[Cl:33][C:34]1[CH:42]=[CH:41][C:37]([CH2:38][O:39][NH2:40])=[CH:36][CH:35]=1.C(N(CC)C(C)C)(C)C. Given the product [Cl:33][C:34]1[CH:42]=[CH:41][C:37]([CH2:38][O:39][NH:40][C:18]([C:17]2[CH:21]=[CH:22][C:14]([O:13][C:12]3[CH:11]=[C:10]4[C:5]([CH:6]([C:23]([O:25][CH3:26])=[O:24])[CH2:7][CH2:8][O:9]4)=[CH:4][C:3]=3[C:1]#[N:2])=[CH:15][CH:16]=2)=[O:20])=[CH:36][CH:35]=1, predict the reactants needed to synthesize it.